This data is from Forward reaction prediction with 1.9M reactions from USPTO patents (1976-2016). The task is: Predict the product of the given reaction. (1) Given the reactants [CH2:1]([O:8][C:9]([NH:11][CH2:12][CH2:13][CH2:14][C@@H:15]([C:24]([NH:26][C@H:27]([C:42]([NH:44][CH2:45][CH2:46][NH:47][C:48]([O:50][CH2:51][C:52]1[CH:57]=[CH:56][CH:55]=[CH:54][CH:53]=1)=[O:49])=[O:43])[CH2:28][CH2:29][CH2:30][NH:31][C:32]([O:34][CH2:35][C:36]1[CH:41]=[CH:40][CH:39]=[CH:38][CH:37]=1)=[O:33])=[O:25])[NH:16]C(OC(C)(C)C)=O)=[O:10])[C:2]1[CH:7]=[CH:6][CH:5]=[CH:4][CH:3]=1.[ClH:58], predict the reaction product. The product is: [ClH:58].[CH2:1]([O:8][C:9]([NH:11][CH2:12][CH2:13][CH2:14][C@@H:15]([C:24]([NH:26][C@H:27]([C:42]([NH:44][CH2:45][CH2:46][NH:47][C:48]([O:50][CH2:51][C:52]1[CH:53]=[CH:54][CH:55]=[CH:56][CH:57]=1)=[O:49])=[O:43])[CH2:28][CH2:29][CH2:30][NH:31][C:32]([O:34][CH2:35][C:36]1[CH:37]=[CH:38][CH:39]=[CH:40][CH:41]=1)=[O:33])=[O:25])[NH2:16])=[O:10])[C:2]1[CH:7]=[CH:6][CH:5]=[CH:4][CH:3]=1. (2) Given the reactants C([O:3][C:4](=[O:25])[CH2:5][CH2:6][C:7]1[CH:12]=[CH:11][C:10]([O:13][CH2:14][CH2:15][C@H:16]([O:18]S(C)(=O)=O)[CH3:17])=[CH:9][C:8]=1[CH2:23][CH3:24])C.[Cl:26][C:27]1[CH:32]=[CH:31][C:30](O)=[C:29]([O:34][C:35]2[CH:40]=[CH:39][CH:38]=[CH:37][C:36]=2[CH3:41])[CH:28]=1, predict the reaction product. The product is: [Cl:26][C:27]1[CH:32]=[CH:31][C:30]([O:18][C@@H:16]([CH3:17])[CH2:15][CH2:14][O:13][C:10]2[CH:11]=[CH:12][C:7]([CH2:6][CH2:5][C:4]([OH:3])=[O:25])=[C:8]([CH2:23][CH3:24])[CH:9]=2)=[C:29]([O:34][C:35]2[CH:40]=[CH:39][CH:38]=[CH:37][C:36]=2[CH3:41])[CH:28]=1. (3) Given the reactants [CH3:1][O:2][C:3](=[O:31])[C@@H:4]([N:15]1[C:21](=[O:22])[CH2:20][CH2:19][N:18]([C:23]2[CH:28]=[CH:27][C:26]([Cl:29])=[C:25]([Cl:30])[CH:24]=2)[CH2:17][CH2:16]1)[CH2:5][CH2:6][O:7]CC1C=CC=CC=1.B(Br)(Br)Br, predict the reaction product. The product is: [CH3:1][O:2][C:3](=[O:31])[C@@H:4]([N:15]1[C:21](=[O:22])[CH2:20][CH2:19][N:18]([C:23]2[CH:28]=[CH:27][C:26]([Cl:29])=[C:25]([Cl:30])[CH:24]=2)[CH2:17][CH2:16]1)[CH2:5][CH2:6][OH:7]. (4) Given the reactants [CH2:1]([Li])CCC.C(NC(C)C)(C)C.[CH3:13][C:14]1[CH:18]=[CH:17][S:16][C:15]=1[C:19]#[N:20].[Br:21][C:22]1[CH:27]=[CH:26][C:25]([CH2:28][CH:29]=[O:30])=[C:24]([Cl:31])[CH:23]=1.CC(C1C=CC(Br)=CC=1Cl)=O, predict the reaction product. The product is: [Br:21][C:22]1[CH:27]=[CH:26][C:25]([CH:28]([CH3:1])[CH:29]([C:17]2[S:16][C:15]([C:19]#[N:20])=[C:14]([CH3:13])[CH:18]=2)[OH:30])=[C:24]([Cl:31])[CH:23]=1. (5) Given the reactants [C:1]([O:5][C:6]([N:8]([CH3:14])[C@H:9]([CH3:13])[C:10]([OH:12])=[O:11])=[O:7])([CH3:4])([CH3:3])[CH3:2].[C:15]([O:19][C:20]([NH:22]O)=[O:21])([CH3:18])([CH3:17])[CH3:16], predict the reaction product. The product is: [C:1]([O:5][C:6]([N:8]([CH3:14])[C@H:9]([CH3:13])[C:10]([O:12][NH:22][C:20]([O:19][C:15]([CH3:18])([CH3:17])[CH3:16])=[O:21])=[O:11])=[O:7])([CH3:4])([CH3:3])[CH3:2].